Dataset: Full USPTO retrosynthesis dataset with 1.9M reactions from patents (1976-2016). Task: Predict the reactants needed to synthesize the given product. (1) Given the product [O:3]=[C:2]1[N:25]2[CH2:26][CH2:27][N:22]([C:15]([O:17][C:18]([CH3:21])([CH3:20])[CH3:19])=[O:16])[CH2:23][C@H:24]2[CH2:28][O:29]1, predict the reactants needed to synthesize it. The reactants are: C[CH2:2][O-:3].[Na+].[H-].[Na+].C(=O)(OCC)OCC.[C:15]([N:22]1[CH2:27][CH2:26][NH:25][C@H:24]([CH2:28][OH:29])[CH2:23]1)([O:17][C:18]([CH3:21])([CH3:20])[CH3:19])=[O:16]. (2) The reactants are: [N:1]1([CH2:15][C:16]2[N:20](C(OC(C)(C)C)=O)[C:19]3[CH:28]=[CH:29][CH:30]=[C:31]([N:32]4[CH2:37][CH2:36][N:35]([CH3:38])[CH2:34][CH2:33]4)[C:18]=3[N:17]=2)[C@@H:14]2[C@@H:5]([CH2:6][CH2:7][C:8]3[C:13]2=[N:12][CH:11]=[CH:10][CH:9]=3)[CH2:4][CH2:3][CH2:2]1.FC(F)(F)C(O)=O. Given the product [CH3:38][N:35]1[CH2:34][CH2:33][N:32]([C:31]2[C:18]3[N:17]=[C:16]([CH2:15][N:1]4[C@@H:14]5[C@@H:5]([CH2:6][CH2:7][C:8]6[C:13]5=[N:12][CH:11]=[CH:10][CH:9]=6)[CH2:4][CH2:3][CH2:2]4)[NH:20][C:19]=3[CH:28]=[CH:29][CH:30]=2)[CH2:37][CH2:36]1, predict the reactants needed to synthesize it. (3) Given the product [CH:1]([C:4]1[CH:9]=[CH:8][C:7]([CH2:10][CH2:11][CH2:12][NH:13][C:14](=[O:40])[C:15]2[CH:20]=[CH:19][CH:18]=[C:17]([NH:21][C:22]([C:24]3[C:25]([C:30]4[CH:35]=[CH:34][C:33]([C:36]([F:38])([F:39])[F:37])=[CH:32][CH:31]=4)=[CH:26][CH:27]=[CH:28][CH:29]=3)=[O:23])[CH:16]=2)=[CH:6][CH:5]=1)([CH3:3])[CH3:2], predict the reactants needed to synthesize it. The reactants are: [CH:1]([C:4]1[CH:9]=[CH:8][C:7]([C:10]#[C:11][CH2:12][NH:13][C:14](=[O:40])[C:15]2[CH:20]=[CH:19][CH:18]=[C:17]([NH:21][C:22]([C:24]3[C:25]([C:30]4[CH:35]=[CH:34][C:33]([C:36]([F:39])([F:38])[F:37])=[CH:32][CH:31]=4)=[CH:26][CH:27]=[CH:28][CH:29]=3)=[O:23])[CH:16]=2)=[CH:6][CH:5]=1)([CH3:3])[CH3:2]. (4) Given the product [CH3:1][O:2][C:3]([C:5]1[C:13]2[C:8](=[CH:9][CH:10]=[C:11]([N:14]3[CH2:43][CH2:42][O:41][CH2:40][CH2:39]3)[CH:12]=2)[NH:7][N:6]=1)=[O:4], predict the reactants needed to synthesize it. The reactants are: [CH3:1][O:2][C:3]([C:5]1[C:13]2[C:8](=[CH:9][CH:10]=[C:11]([NH2:14])[CH:12]=2)[NH:7][N:6]=1)=[O:4].COC(C1C2C(=C(N)C=CC=2)NN=1)=O.C(N(CC)C(C)C)(C)C.Cl[CH2:39][CH2:40][O:41][CH2:42][CH2:43]Cl. (5) The reactants are: C(OC([N:8]1[CH2:13][CH2:12][O:11][C@H:10]([C:14]2[CH:19]=[CH:18][C:17]([NH:20][C:21]([C:23]3[CH:28]=[N:27][C:26]([C:29]([F:32])([F:31])[F:30])=[CH:25][N:24]=3)=[O:22])=[CH:16][C:15]=2[F:33])[CH2:9]1)=O)(C)(C)C.[ClH:34]. Given the product [ClH:34].[F:33][C:15]1[CH:16]=[C:17]([NH:20][C:21]([C:23]2[CH:28]=[N:27][C:26]([C:29]([F:32])([F:30])[F:31])=[CH:25][N:24]=2)=[O:22])[CH:18]=[CH:19][C:14]=1[C@H:10]1[O:11][CH2:12][CH2:13][NH:8][CH2:9]1, predict the reactants needed to synthesize it. (6) Given the product [CH:34]1([C:31]2[CH:32]=[CH:33][C:28]([CH2:27][O:1][C:2]3[CH:10]=[CH:9][C:8]4[NH:7][C:6]5[CH:11]([CH2:14][C:15]([O:17][CH2:18][CH3:19])=[O:16])[CH2:12][CH2:13][C:5]=5[C:4]=4[CH:3]=3)=[CH:29][C:30]=2[C:39]([F:40])([F:41])[F:42])[CH2:35][CH2:36][CH2:37][CH2:38]1, predict the reactants needed to synthesize it. The reactants are: [OH:1][C:2]1[CH:10]=[CH:9][C:8]2[NH:7][C:6]3[CH:11]([CH2:14][C:15]([O:17][CH2:18][CH3:19])=[O:16])[CH2:12][CH2:13][C:5]=3[C:4]=2[CH:3]=1.C(=O)([O-])[O-].[Cs+].[Cs+].Cl[CH2:27][C:28]1[CH:33]=[CH:32][C:31]([CH:34]2[CH2:38][CH2:37][CH2:36][CH2:35]2)=[C:30]([C:39]([F:42])([F:41])[F:40])[CH:29]=1. (7) Given the product [CH:2]1([C:5]([CH:7]([N:15]2[CH2:20][CH2:19][CH:18]3[S:21][C:22](=[O:24])[CH:23]=[C:17]3[CH2:16]2)[C:8]2[CH:13]=[CH:12][CH:11]=[CH:10][C:9]=2[F:14])=[O:6])[CH2:3][CH2:4]1, predict the reactants needed to synthesize it. The reactants are: Br.[CH:2]1([C:5]([CH:7]([N:15]2[CH2:20][CH2:19][CH:18]3[S:21][C:22](=[O:24])[CH:23]=[C:17]3[CH2:16]2)[C:8]2[CH:13]=[CH:12][CH:11]=[CH:10][C:9]=2[F:14])=[O:6])[CH2:4][CH2:3]1.O.C(=O)(O)[O-].[Na+].